Task: Predict the reactants needed to synthesize the given product.. Dataset: Full USPTO retrosynthesis dataset with 1.9M reactions from patents (1976-2016) (1) Given the product [CH3:31][O:30][C:28]([C:32]1[CH:39]=[CH:38][C:35]([CH2:36][NH:37][C:2]2[CH:7]=[CH:6][C:5]([C:8]3[O:9][C:10]4[CH:16]=[CH:15][CH:14]=[CH:13][C:11]=4[N:12]=3)=[CH:4][C:3]=2[N+:17]([O-:19])=[O:18])=[CH:34][CH:33]=1)=[O:29], predict the reactants needed to synthesize it. The reactants are: F[C:2]1[CH:7]=[CH:6][C:5]([C:8]2[O:9][C:10]3[CH:16]=[CH:15][CH:14]=[CH:13][C:11]=3[N:12]=2)=[CH:4][C:3]=1[N+:17]([O-:19])=[O:18].C(N(CC)CC)C.Cl.[C:28]([C:32]1[CH:39]=[CH:38][C:35]([CH2:36][NH2:37])=[CH:34][CH:33]=1)([O:30][CH3:31])=[O:29].O. (2) The reactants are: [Br:1][C:2]1[C:3]([CH3:11])=[N:4][C:5]([O:9][CH3:10])=[CH:6][C:7]=1[CH3:8].C1C(=O)N([Br:19])C(=O)C1.C(OOC(=O)C1C=CC=CC=1)(=O)C1C=CC=CC=1. Given the product [Br:1][C:2]1[C:3]([CH2:11][Br:19])=[N:4][C:5]([O:9][CH3:10])=[CH:6][C:7]=1[CH3:8], predict the reactants needed to synthesize it. (3) Given the product [CH3:27][C:28]1[CH:29]=[CH:30][C:31]([CH2:38][CH2:39][CH3:40])=[C:32]([NH:34][C:35]([NH:37][C:41]([NH:24][CH2:23][CH2:22][CH2:21][C:17]2[CH:18]=[CH:19][CH:20]=[C:15]([C:12]3[N:13]=[CH:14][N:10]([C:7]4[CH:6]=[CH:5][C:4]([O:3][C:2]([F:1])([F:25])[F:26])=[CH:9][CH:8]=4)[N:11]=3)[CH:16]=2)=[O:43])=[S:36])[CH:33]=1, predict the reactants needed to synthesize it. The reactants are: [F:1][C:2]([F:26])([F:25])[O:3][C:4]1[CH:9]=[CH:8][C:7]([N:10]2[CH:14]=[N:13][C:12]([C:15]3[CH:16]=[C:17]([CH2:21][CH2:22][CH2:23][NH2:24])[CH:18]=[CH:19][CH:20]=3)=[N:11]2)=[CH:6][CH:5]=1.[CH3:27][C:28]1[CH:29]=[CH:30][C:31]([CH2:38][CH2:39][CH3:40])=[C:32]([NH:34][C:35]([NH2:37])=[S:36])[CH:33]=1.[C:41]([O-])(=[O:43])C.[Na+]. (4) Given the product [CH2:1]([NH:8][C:9]1[C:18]2[C:17]([O:19][CH3:20])=[N:16][CH:15]=[N:14][C:13]=2[N:12]([OH:21])[C:11](=[O:29])[CH:10]=1)[C:2]1[CH:3]=[CH:4][CH:5]=[CH:6][CH:7]=1, predict the reactants needed to synthesize it. The reactants are: [CH2:1]([NH:8][C:9]1[C:18]2[C:17]([O:19][CH3:20])=[N:16][CH:15]=[N:14][C:13]=2[N:12]([O:21]CC2C=CC=CC=2)[C:11](=[O:29])[CH:10]=1)[C:2]1[CH:7]=[CH:6][CH:5]=[CH:4][CH:3]=1.CO.[H][H]. (5) Given the product [CH2:27]([N:29]([CH2:46][CH3:47])[CH2:30]/[CH:31]=[CH:32]\[C:2]1[CH:7]=[CH:6][CH:5]=[CH:4][C:3]=1[S:8]([NH:11][C:12]1[C:21]([C:22]([O:24][CH3:25])=[O:23])=[C:20]2[C:15]([CH:16]3[CH2:26][CH:17]3[CH2:18][O:19]2)=[CH:14][CH:13]=1)(=[O:10])=[O:9])[CH3:28], predict the reactants needed to synthesize it. The reactants are: Br[C:2]1[CH:7]=[CH:6][CH:5]=[CH:4][C:3]=1[S:8]([NH:11][C:12]1[C:21]([C:22]([O:24][CH3:25])=[O:23])=[C:20]2[C:15]([CH:16]3[CH2:26][CH:17]3[CH2:18][O:19]2)=[CH:14][CH:13]=1)(=[O:10])=[O:9].[CH2:27]([N:29]([CH2:46][CH3:47])[CH2:30]/[CH:31]=[CH:32]\[Sn](CCCC)(CCCC)CCCC)[CH3:28].F[B-](F)(F)F.C([PH+](C(C)(C)C)C(C)(C)C)(C)(C)C. (6) The reactants are: FC(F)(F)C(O)=O.[C:8]([C:10]1[CH:11]=[C:12]([C:20]2[S:24][C:23]([N:25]3[C:40]([CH3:41])=[C:28]4[CH2:29][N:30](C(OC(C)(C)C)=O)[CH2:31][CH2:32][C:27]4=[N:26]3)=[N:22][N:21]=2)[CH:13]=[CH:14][C:15]=1[O:16][CH:17]([CH3:19])[CH3:18])#[N:9]. Given the product [CH3:19][CH:17]([O:16][C:15]1[CH:14]=[CH:13][C:12]([C:20]2[S:24][C:23]([N:25]3[C:40]([CH3:41])=[C:28]4[CH2:29][NH:30][CH2:31][CH2:32][C:27]4=[N:26]3)=[N:22][N:21]=2)=[CH:11][C:10]=1[C:8]#[N:9])[CH3:18], predict the reactants needed to synthesize it. (7) Given the product [C:33]([C:37]1[CH:38]=[CH:39][CH:40]([CH:42]([CH:43]([C:11]2[C:10]3[CH2:9][C:8]4[C:16](=[CH:17][C:5]([C:1]([CH3:4])([CH3:3])[CH3:2])=[CH:6][CH:7]=4)[C:15]=3[CH:14]=[C:13]([C:18]([CH3:21])([CH3:20])[CH3:19])[CH:12]=2)[CH2:44][CH3:22])[CH3:45])[CH:41]=1)([CH3:34])([CH3:35])[CH3:36], predict the reactants needed to synthesize it. The reactants are: [C:1]([C:5]1[CH:6]=[CH:7][C:8]2[CH2:9][C:10]3[C:15]([C:16]=2[CH:17]=1)=[CH:14][C:13]([C:18]([CH3:21])([CH3:20])[CH3:19])=[CH:12][CH:11]=3)([CH3:4])([CH3:3])[CH3:2].[CH3:22]CCCCC.C([Li])CCC.[C:33]([C:37]1[CH:38]=[CH:39][C:40](=[C:42]([CH2:45]C)[CH2:43][CH3:44])[CH:41]=1)([CH3:36])([CH3:35])[CH3:34]. (8) Given the product [N+:8]([C:3]1[CH:4]=[CH:5][CH:6]=[CH:7][C:2]=1[NH:21][C:20]1[CH:22]=[CH:23][CH:24]=[C:18]([O:11][C:12]2[CH:13]=[CH:14][CH:15]=[CH:16][CH:17]=2)[CH:19]=1)([O-:10])=[O:9], predict the reactants needed to synthesize it. The reactants are: F[C:2]1[CH:7]=[CH:6][CH:5]=[CH:4][C:3]=1[N+:8]([O-:10])=[O:9].[O:11]([C:18]1[CH:19]=[C:20]([CH:22]=[CH:23][CH:24]=1)[NH2:21])[C:12]1[CH:17]=[CH:16][CH:15]=[CH:14][CH:13]=1.C([O-])(C)(C)C.[K+].